Dataset: Full USPTO retrosynthesis dataset with 1.9M reactions from patents (1976-2016). Task: Predict the reactants needed to synthesize the given product. (1) Given the product [F:21][C:15]1[CH:14]=[CH:13][C:12]([C@@H:10]2[CH2:11][C@H:9]2[NH:8][C:6](=[O:7])[O:5][C:1]([CH3:2])([CH3:3])[CH3:4])=[CH:20][C:16]=1[C:17](=[O:19])[NH:28][C:26]1[CH:25]=[N:24][N:23]([CH3:22])[CH:27]=1, predict the reactants needed to synthesize it. The reactants are: [C:1]([O:5][C:6]([NH:8][CH:9]1[CH2:11][CH:10]1[C:12]1[CH:13]=[CH:14][C:15]([F:21])=[C:16]([CH:20]=1)[C:17]([OH:19])=O)=[O:7])([CH3:4])([CH3:3])[CH3:2].[CH3:22][N:23]1[CH:27]=[C:26]([NH2:28])[CH:25]=[N:24]1.C(N(CC)CC)C.F[P-](F)(F)(F)(F)F.N1(OC(N(C)C)=[N+](C)C)C2N=CC=CC=2N=N1. (2) Given the product [NH2:1][C:4]1[CH:17]=[CH:16][C:7]2[C:8]([C:11]([O:13][CH2:14][CH3:15])=[O:12])=[N:9][O:10][C:6]=2[CH:5]=1, predict the reactants needed to synthesize it. The reactants are: [N+:1]([C:4]1[CH:17]=[CH:16][C:7]2[C:8]([C:11]([O:13][CH2:14][CH3:15])=[O:12])=[N:9][O:10][C:6]=2[CH:5]=1)([O-])=O.[Cl-].[NH4+]. (3) Given the product [CH3:5][C:6]1[CH:7]=[C:8]([S:25]([OH:28])(=[O:27])=[O:26])[CH:9]=[C:10]([CH3:24])[C:11]=1[CH2:12][C:13]1[CH:18]=[CH:17][C:16]([OH:19])=[C:15]([CH:21]([CH3:23])[CH3:22])[CH:14]=1, predict the reactants needed to synthesize it. The reactants are: B(Br)(Br)Br.[CH3:5][C:6]1[CH:7]=[C:8]([S:25]([OH:28])(=[O:27])=[O:26])[CH:9]=[C:10]([CH3:24])[C:11]=1[CH2:12][C:13]1[CH:18]=[CH:17][C:16]([O:19]C)=[C:15]([CH:21]([CH3:23])[CH3:22])[CH:14]=1. (4) Given the product [C:28]([O:36][CH3:37])(=[O:35])[CH2:29][CH2:30][C:31]([O:33][CH3:34])=[O:32], predict the reactants needed to synthesize it. The reactants are: C1(=O)OC(=O)C=C1.C(O)CCCO.C(O)(=O)/C=C\C(O)=O.C1(=O)OCCC1.[C:28]([O:36][CH3:37])(=[O:35])/[CH:29]=[CH:30]\[C:31]([O:33][CH3:34])=[O:32]. (5) Given the product [C:49]([OH:56])(=[O:55])/[CH:50]=[CH:51]/[C:52]([OH:54])=[O:53].[CH:24]1([NH:23][C:22](=[O:29])[C@H:18]([CH:19]([CH3:20])[CH3:21])[CH2:17][C@H:16]([OH:30])[C@@H:15]([NH2:14])[CH2:31][N:32]2[CH2:37][C:36](=[O:38])[N:35]([C:39]3[CH:44]=[CH:43][CH:42]=[CH:41][C:40]=3[Cl:45])[CH2:34][C:33]2([CH3:46])[CH3:47])[CH2:28][CH2:27][CH2:26][CH2:25]1.[NH2:85][C@@H:67]([CH2:68][N:69]1[CH2:74][C:73](=[O:75])[N:72]([C:76]2[CH:81]=[CH:80][CH:79]=[CH:78][C:77]=2[Cl:82])[CH2:71][C:70]1([CH3:84])[CH3:83])[C@@H:66]([OH:86])[CH2:65][C@@H:64]([CH:87]([CH3:88])[CH3:89])[C:63]([NH:62][CH:57]1[CH2:58][CH2:59][CH2:60][CH2:61]1)=[O:90], predict the reactants needed to synthesize it. The reactants are: FC(F)(F)C(O)=O.C(OC(=O)[NH:14][C@@H:15]([CH2:31][N:32]1[CH2:37][C:36](=[O:38])[N:35]([C:39]2[CH:44]=[CH:43][CH:42]=[CH:41][C:40]=2[Cl:45])[CH2:34][C:33]1([CH3:47])[CH3:46])[C@@H:16]([OH:30])[CH2:17][C@H:18]([C:22](=[O:29])[NH:23][CH:24]1[CH2:28][CH2:27][CH2:26][CH2:25]1)[CH:19]([CH3:21])[CH3:20])(C)(C)C.[C:49]([OH:56])(=[O:55])/[CH:50]=[CH:51]/[C:52]([OH:54])=[O:53].[CH:57]1([NH:62][C:63](=[O:90])[C@H:64]([CH:87]([CH3:89])[CH3:88])[CH2:65][C@H:66]([OH:86])[C@@H:67]([NH2:85])[CH2:68][N:69]2[CH2:74][C:73](=[O:75])[N:72]([C:76]3[CH:81]=[CH:80][CH:79]=[CH:78][C:77]=3[Cl:82])[CH2:71][C:70]2([CH3:84])[CH3:83])[CH2:61][CH2:60][CH2:59][CH2:58]1.